This data is from Full USPTO retrosynthesis dataset with 1.9M reactions from patents (1976-2016). The task is: Predict the reactants needed to synthesize the given product. (1) Given the product [NH2:14][CH2:15][C:16]1[CH:21]=[CH:20][C:19]([Cl:22])=[CH:18][C:17]=1[CH2:23][NH:24][C:25]([C@@H:27]1[CH2:31][CH2:30][CH2:29][N:28]1[C:32]([C:34]1([OH:44])[CH2:43][CH2:42][CH2:41][C:40]2[N:39]=[CH:38][CH:37]=[CH:36][C:35]1=2)=[O:33])=[O:26], predict the reactants needed to synthesize it. The reactants are: FC(F)(F)C(O)=O.C(OC(=O)[NH:14][CH2:15][C:16]1[CH:21]=[CH:20][C:19]([Cl:22])=[CH:18][C:17]=1[CH2:23][NH:24][C:25]([C@@H:27]1[CH2:31][CH2:30][CH2:29][N:28]1[C:32]([C:34]1([OH:44])[CH2:43][CH2:42][CH2:41][C:40]2[N:39]=[CH:38][CH:37]=[CH:36][C:35]1=2)=[O:33])=[O:26])(C)(C)C. (2) The reactants are: [C:1]([C:3]1[CH:4]=[C:5]2[C:10](=[CH:11][C:12]=1[O:13][C:14]1[CH:19]=[CH:18][C:17]([C:20](=[O:33])[NH:21][C:22]3[S:23][C:24]([C:27]4[CH:32]=[CH:31][CH:30]=[CH:29][CH:28]=4)=[N:25][N:26]=3)=[CH:16][CH:15]=1)[O:9][CH2:8][CH2:7][CH:6]2[C:34]([O:36]C)=[O:35])#[N:2].[OH-].[Na+].CO. Given the product [C:1]([C:3]1[CH:4]=[C:5]2[C:10](=[CH:11][C:12]=1[O:13][C:14]1[CH:15]=[CH:16][C:17]([C:20](=[O:33])[NH:21][C:22]3[S:23][C:24]([C:27]4[CH:28]=[CH:29][CH:30]=[CH:31][CH:32]=4)=[N:25][N:26]=3)=[CH:18][CH:19]=1)[O:9][CH2:8][CH2:7][CH:6]2[C:34]([OH:36])=[O:35])#[N:2], predict the reactants needed to synthesize it. (3) Given the product [Br:1][C:2]1[CH:7]=[N:6][C:5]([C:16]#[C:15][C:9]2[CH:14]=[CH:13][CH:12]=[CH:11][CH:10]=2)=[CH:4][N:3]=1, predict the reactants needed to synthesize it. The reactants are: [Br:1][C:2]1[CH:7]=[N:6][C:5](I)=[CH:4][N:3]=1.[C:9]1([C:15]#[CH:16])[CH:14]=[CH:13][CH:12]=[CH:11][CH:10]=1.C(N(CC)CC)C.C1(P(C2C=CC=CC=2)C2C=CC=CC=2)C=CC=CC=1. (4) Given the product [Br:1][C:2]1[CH:3]=[C:4]([CH2:5][OH:6])[CH:8]=[C:9]([Cl:11])[CH:10]=1, predict the reactants needed to synthesize it. The reactants are: [Br:1][C:2]1[CH:3]=[C:4]([CH:8]=[C:9]([Cl:11])[CH:10]=1)[C:5](O)=[O:6].B.C1COCC1. (5) Given the product [CH2:1]([O:8][C:9]1[C:13]([O:14][CH2:15][C:16]2[CH:21]=[CH:20][CH:19]=[CH:18][CH:17]=2)=[C:12]([C:22]([O:24][CH2:25][CH3:26])=[O:23])[N:11]([C:27]2[CH:28]=[CH:29][C:30]([O:33][CH3:34])=[CH:31][CH:32]=2)[C:10]=1[C:35]([O-:37])=[O:36])[C:2]1[CH:3]=[CH:4][CH:5]=[CH:6][CH:7]=1.[CH2:42]([NH+:44]([CH2:47][CH3:48])[CH2:45][CH3:46])[CH3:43], predict the reactants needed to synthesize it. The reactants are: [CH2:1]([O:8][C:9]1[C:13]([O:14][CH2:15][C:16]2[CH:21]=[CH:20][CH:19]=[CH:18][CH:17]=2)=[C:12]([C:22]([O:24][CH2:25][CH3:26])=[O:23])[N:11]([C:27]2[CH:32]=[CH:31][C:30]([O:33][CH3:34])=[CH:29][CH:28]=2)[C:10]=1[C:35]([O:37]CC)=[O:36])[C:2]1[CH:7]=[CH:6][CH:5]=[CH:4][CH:3]=1.[OH-].[Na+].[CH2:42]([N:44]([CH2:47][CH3:48])[CH2:45][CH3:46])[CH3:43].